Dataset: Cav3 T-type calcium channel HTS with 100,875 compounds. Task: Binary Classification. Given a drug SMILES string, predict its activity (active/inactive) in a high-throughput screening assay against a specified biological target. The compound is O1CCN(C=2CC(C(C(=O)C2)C(OCC)=O)c2cc(OC)ccc2)CC1. The result is 0 (inactive).